This data is from Forward reaction prediction with 1.9M reactions from USPTO patents (1976-2016). The task is: Predict the product of the given reaction. (1) Given the reactants [N:1]1[CH:6]=[CH:5][C:4]([NH2:7])=[CH:3][C:2]=1[NH2:8].[Br:9][CH2:10][C:11]([C:13]1[CH:18]=[CH:17][C:16]([O:19][CH3:20])=[CH:15][CH:14]=1)=O.C(=O)(O)[O-].[Na+].CO, predict the reaction product. The product is: [BrH:9].[CH3:20][O:19][C:16]1[CH:17]=[CH:18][C:13]([C:11]2[N:8]=[C:2]3[CH:3]=[C:4]([NH2:7])[CH:5]=[CH:6][N:1]3[CH:10]=2)=[CH:14][CH:15]=1. (2) Given the reactants Br[C:2]1[CH:3]=[C:4]([CH:28]=[CH:29][CH:30]=1)[CH2:5][N:6]1[C:10]([CH3:11])=[CH:9][C:8]([C:12]2[O:16][N:15]=[C:14]([C:17]3[CH:22]=[CH:21][C:20]([O:23][C:24]([F:27])([F:26])[F:25])=[CH:19][CH:18]=3)[N:13]=2)=[N:7]1.[Si]([O:48][CH:49]1[CH2:52][NH:51][CH2:50]1)(C(C)(C)C)(C1C=CC=CC=1)C1C=CC=CC=1.C1(P(C2CCCCC2)C2C=CC=CC=2C2C(C(C)C)=CC(C(C)C)=CC=2C(C)C)CCCCC1.C(=O)([O-])[O-].[Cs+].[Cs+], predict the reaction product. The product is: [CH3:11][C:10]1[N:6]([CH2:5][C:4]2[CH:3]=[C:2]([N:51]3[CH2:52][CH:49]([OH:48])[CH2:50]3)[CH:30]=[CH:29][CH:28]=2)[N:7]=[C:8]([C:12]2[O:16][N:15]=[C:14]([C:17]3[CH:22]=[CH:21][C:20]([O:23][C:24]([F:27])([F:26])[F:25])=[CH:19][CH:18]=3)[N:13]=2)[CH:9]=1. (3) Given the reactants [Cl:1][C:2]1[C:11]([CH2:12][C:13]2[CH:18]=[CH:17][C:16](S(C)(=O)=O)=[CH:15][CH:14]=2)=[C:10]([Cl:23])[C:9]2[C:4](=[C:5]([CH3:32])[CH:6]=[C:7]([C:24]([C:26]3[N:30]([CH3:31])[CH:29]=[N:28][CH:27]=3)=[O:25])[CH:8]=2)[N:3]=1.[F:33][C:34]([F:50])([F:49])C1C=C(C=CC=1)CC(C(O)=O)C(O)=O, predict the reaction product. The product is: [Cl:1][C:2]1[C:11]([CH2:12][C:13]2[CH:18]=[CH:17][CH:16]=[C:15]([C:34]([F:50])([F:49])[F:33])[CH:14]=2)=[C:10]([Cl:23])[C:9]2[C:4](=[C:5]([CH3:32])[CH:6]=[C:7]([C:24]([C:26]3[N:30]([CH3:31])[CH:29]=[N:28][CH:27]=3)=[O:25])[CH:8]=2)[N:3]=1. (4) The product is: [F:26][C:21]1[CH:20]=[C:19]([O:18][CH:16]2[CH2:2][CH2:17]2)[CH:24]=[C:23]([F:25])[CH:22]=1. Given the reactants [Zn](CC)[CH2:2]C.FC(F)(F)C(O)=O.ICI.[CH:16]([O:18][C:19]1[CH:24]=[C:23]([F:25])[CH:22]=[C:21]([F:26])[CH:20]=1)=[CH2:17], predict the reaction product. (5) The product is: [CH2:19]([O:18][C:16](=[O:17])[C:15]1[CH:21]=[CH:22][CH:23]=[C:13]([O:12][C:2]2[CH:7]=[CH:6][C:5]([F:8])=[CH:4][C:3]=2[N+:9]([O-:11])=[O:10])[CH:14]=1)[CH3:20]. Given the reactants F[C:2]1[CH:7]=[CH:6][C:5]([F:8])=[CH:4][C:3]=1[N+:9]([O-:11])=[O:10].[OH:12][C:13]1[CH:14]=[C:15]([CH:21]=[CH:22][CH:23]=1)[C:16]([O:18][CH2:19][CH3:20])=[O:17].C([O-])([O-])=O.[K+].[K+], predict the reaction product. (6) Given the reactants [CH3:1][O:2][C:3](=[O:16])[CH2:4][CH2:5][C:6]([C:8]1[CH:13]=[CH:12][C:11]([CH2:14][OH:15])=[CH:10][CH:9]=1)=O, predict the reaction product. The product is: [CH3:1][O:2][C:3](=[O:16])[CH2:4][CH2:5][CH2:6][C:8]1[CH:9]=[CH:10][C:11]([CH2:14][OH:15])=[CH:12][CH:13]=1. (7) Given the reactants [NH:1]1[CH:5]=[C:4]([C:6]2[C:7]([NH2:13])=[N:8][C:9]([NH2:12])=[CH:10][CH:11]=2)[CH:3]=[N:2]1.[H-].[Na+].[CH2:16]([O:23][C:24]1[CH:29]=[CH:28][C:27]([CH2:30]Cl)=[CH:26][N:25]=1)[C:17]1[CH:22]=[CH:21][CH:20]=[CH:19][CH:18]=1, predict the reaction product. The product is: [CH2:16]([O:23][C:24]1[N:25]=[CH:26][C:27]([CH2:30][N:1]2[CH:5]=[C:4]([C:6]3[C:7]([NH2:13])=[N:8][C:9]([NH2:12])=[CH:10][CH:11]=3)[CH:3]=[N:2]2)=[CH:28][CH:29]=1)[C:17]1[CH:18]=[CH:19][CH:20]=[CH:21][CH:22]=1. (8) The product is: [Br:20][CH2:19][CH2:18][C:15]1[CH:16]=[CH:17][C:12]([O:11][CH2:10][CH2:9][OH:8])=[CH:13][CH:14]=1. Given the reactants C([O:8][CH2:9][CH2:10][O:11][C:12]1[CH:17]=[CH:16][C:15]([CH2:18][CH2:19][Br:20])=[CH:14][CH:13]=1)C1C=CC=CC=1, predict the reaction product. (9) Given the reactants C(O[BH-](OC(=O)C)OC(=O)C)(=O)C.[Na+].[C:15]([C:17]1[CH:18]=[C:19]([CH:35]=[CH:36][C:37]=1[CH3:38])[C:20]([NH:22][C:23]1[CH:28]=[CH:27][C:26]([CH:29]=O)=[C:25]([C:31]([F:34])([F:33])[F:32])[CH:24]=1)=[O:21])#[CH:16].[CH3:39][N:40]1[CH2:45][CH2:44][NH:43][CH2:42][CH2:41]1.C(N(CC)CC)C.C(=O)(O)[O-].[Na+], predict the reaction product. The product is: [C:15]([C:17]1[CH:18]=[C:19]([CH:35]=[CH:36][C:37]=1[CH3:38])[C:20]([NH:22][C:23]1[CH:28]=[CH:27][C:26]([CH2:29][N:43]2[CH2:44][CH2:45][N:40]([CH3:39])[CH2:41][CH2:42]2)=[C:25]([C:31]([F:34])([F:33])[F:32])[CH:24]=1)=[O:21])#[CH:16]. (10) Given the reactants C(Cl)(=O)C(Cl)=O.CS(C)=O.[CH:11]1[C:20]2[CH2:19][CH2:18][CH2:17][CH:16]([OH:21])[C:15]=2[CH:14]=[CH:13][N:12]=1, predict the reaction product. The product is: [CH:11]1[C:20]2[CH2:19][CH2:18][CH2:17][C:16](=[O:21])[C:15]=2[CH:14]=[CH:13][N:12]=1.